This data is from Forward reaction prediction with 1.9M reactions from USPTO patents (1976-2016). The task is: Predict the product of the given reaction. (1) Given the reactants ClC1C=CC2NC(C(C)C(NC3C=CC(OC4C=NC=CC=4)=CC=3)=O)=NC=2C=1.[NH2:29][C:30]1[CH:35]=[C:34]([Cl:36])[CH:33]=[CH:32][C:31]=1[NH:37][C:38](=O)[CH2:39][CH2:40][C:41]([NH:43][C:44]1[CH:49]=[CH:48][C:47]([O:50][C:51]2[CH:52]=[N:53][CH:54]=[CH:55][CH:56]=2)=[CH:46][CH:45]=1)=[O:42], predict the reaction product. The product is: [Cl:36][C:34]1[CH:33]=[CH:32][C:31]2[NH:37][C:38]([CH2:39][CH2:40][C:41]([NH:43][C:44]3[CH:49]=[CH:48][C:47]([O:50][C:51]4[CH:52]=[N:53][CH:54]=[CH:55][CH:56]=4)=[CH:46][CH:45]=3)=[O:42])=[N:29][C:30]=2[CH:35]=1. (2) Given the reactants [CH2:1]([C@@H:8]1[NH:13][CH2:12][CH2:11][N:10]([C:14]2[CH:19]=[CH:18][C:17]([O:20][CH3:21])=[C:16]([O:22][CH:23]3[CH2:27][CH2:26][CH2:25][CH2:24]3)[CH:15]=2)[CH2:9]1)[C:2]1[CH:7]=[CH:6][CH:5]=[CH:4][CH:3]=1.[CH3:28][C:29]1[NH:33][N:32]=[C:31]([CH2:34][C:35](O)=[O:36])[N:30]=1.C(N(C(C)C)CC)(C)C.CN(C(ON1N=NC2C=CC=NC1=2)=[N+](C)C)C.F[P-](F)(F)(F)(F)F, predict the reaction product. The product is: [CH2:1]([C@H:8]1[CH2:9][N:10]([C:14]2[CH:19]=[CH:18][C:17]([O:20][CH3:21])=[C:16]([O:22][CH:23]3[CH2:27][CH2:26][CH2:25][CH2:24]3)[CH:15]=2)[CH2:11][CH2:12][N:13]1[C:35](=[O:36])[CH2:34][C:31]1[N:30]=[C:29]([CH3:28])[NH:33][N:32]=1)[C:2]1[CH:3]=[CH:4][CH:5]=[CH:6][CH:7]=1. (3) Given the reactants Cl.[CH2:2]([O:4][C:5](=[O:9])[CH2:6][CH2:7][NH2:8])[CH3:3].CCN(CC)CC.[CH3:17][C:18]1[CH2:23][CH2:22][CH2:21][C:20]([CH3:25])([CH3:24])[C:19]=1/[CH:26]=[CH:27]/[C:28](/[CH3:38])=[CH:29]/[CH:30]=[CH:31]/[C:32](/[CH3:37])=[CH:33]/[C:34](Cl)=[O:35].O, predict the reaction product. The product is: [CH2:2]([O:4][C:5](=[O:9])[CH2:6][CH2:7][NH:8][C:34](=[O:35])[CH:33]=[C:32]([CH3:37])[CH:31]=[CH:30][CH:29]=[C:28]([CH3:38])[CH:27]=[CH:26][C:19]1[C:20]([CH3:24])([CH3:25])[CH2:21][CH2:22][CH2:23][C:18]=1[CH3:17])[CH3:3]. (4) Given the reactants [CH2:1]1[C:9]2[C:4](=[CH:5][C:6]([CH2:10][C:11]([NH:13][CH:14]3[CH2:19][C:18]4[CH:20]=[CH:21][CH:22]=[C:23]([C:24]([OH:26])=[O:25])[C:17]=4[O:16][B:15]3[OH:27])=[O:12])=[CH:7][CH:8]=2)[CH2:3][NH:2]1.[CH2:28](O)[CH3:29], predict the reaction product. The product is: [CH2:28]([O:25][C:24]([C:23]1[C:17]2[O:16][B:15]([OH:27])[C@@H:14]([NH:13][C:11](=[O:12])[CH2:10][C:6]3[CH:5]=[C:4]4[C:9](=[CH:8][CH:7]=3)[CH2:1][NH:2][CH2:3]4)[CH2:19][C:18]=2[CH:20]=[CH:21][CH:22]=1)=[O:26])[CH3:29]. (5) Given the reactants [CH2:1]([O:8][C:9]([NH:11][C@H:12]1[CH2:17][CH2:16][CH2:15][NH:14][C:13]1=[O:18])=[O:10])[C:2]1[CH:7]=[CH:6][CH:5]=[CH:4][CH:3]=1.[P:19](Cl)(Cl)(Cl)=[O:20].[CH2:24]([NH2:30])[CH2:25][CH2:26][CH2:27][CH2:28][CH3:29], predict the reaction product. The product is: [CH2:1]([O:8][C:9]([NH:11][C@H:12]1[CH2:17][CH2:16][CH2:15][N:14]([P:19]([NH:30][CH2:24][CH2:25][CH2:26][CH2:27][CH2:28][CH3:29])([NH:30][CH2:24][CH2:25][CH2:26][CH2:27][CH2:28][CH3:29])=[O:20])[C:13]1=[O:18])=[O:10])[C:2]1[CH:3]=[CH:4][CH:5]=[CH:6][CH:7]=1.